Predict the product of the given reaction. From a dataset of Forward reaction prediction with 1.9M reactions from USPTO patents (1976-2016). (1) The product is: [OH:22][C@@H:17]1[C@@H:16]([N:15]2[C:13](=[O:14])[C:3]3[C:2](=[C:11]4[CH:10]=[CH:9][CH:8]=[CH:7][C:6]4=[C:5]([B:28]4[O:32][C:31]([CH3:34])([CH3:33])[C:30]([CH3:36])([CH3:35])[O:29]4)[CH:4]=3)[N:1]=[CH:23]2)[CH2:21][CH2:20][O:19][CH2:18]1. Given the reactants [NH2:1][C:2]1[C:11]2[C:6](=[CH:7][CH:8]=[CH:9][CH:10]=2)[C:5](Br)=[CH:4][C:3]=1[C:13]([NH:15][C@H:16]1[CH2:21][CH2:20][O:19][CH2:18][C@@H:17]1[OH:22])=[O:14].[C:23]([O-])(=O)C.[K+].[B:28]1([B:28]2[O:32][C:31]([CH3:34])([CH3:33])[C:30]([CH3:36])([CH3:35])[O:29]2)[O:32][C:31]([CH3:34])([CH3:33])[C:30]([CH3:36])([CH3:35])[O:29]1.ClCCl, predict the reaction product. (2) Given the reactants [N:1]1([CH2:7][C:8]2[S:12][C:11]([C:13]3[N:21]4[C:16]([CH:17]=[CH:18][CH:19]=[CH:20]4)=[CH:15][C:14]=3[CH:22](O)[CH3:23])=[CH:10][CH:9]=2)[CH2:6][CH2:5][O:4][CH2:3][CH2:2]1.[I:25][C:26]1[C:34]2[C:29](=[N:30][CH:31]=[N:32][C:33]=2[NH2:35])[NH:28][N:27]=1.C1C=CC(P(C2C=CC=CC=2)C2C=CC=CC=2)=CC=1.CC(OC(/N=N/C(OC(C)C)=O)=O)C, predict the reaction product. The product is: [I:25][C:26]1[C:34]2[C:29](=[N:30][CH:31]=[N:32][C:33]=2[NH2:35])[N:28]([CH:22]([C:14]2[CH:15]=[C:16]3[N:21]([C:13]=2[C:11]2[S:12][C:8]([CH2:7][N:1]4[CH2:2][CH2:3][O:4][CH2:5][CH2:6]4)=[CH:9][CH:10]=2)[CH:20]=[CH:19][CH:18]=[CH:17]3)[CH3:23])[N:27]=1. (3) Given the reactants [CH:1]([N:4]1[C:8]([C:9]2[N:18]=[C:17]3[N:11]([CH2:12][CH2:13][O:14][C:15]4[CH:22]=[C:21](O)[N:20]=[CH:19][C:16]=43)[CH:10]=2)=[N:7][CH:6]=[N:5]1)([CH3:3])[CH3:2].[NH:24]1[CH2:29][CH2:28][CH:27]([CH2:30][OH:31])[CH2:26][CH2:25]1.CO, predict the reaction product. The product is: [CH:1]([N:4]1[C:8]([C:9]2[N:18]=[C:17]3[C:16]4[CH:19]=[N:20][C:21]([N:24]5[CH2:29][CH2:28][CH:27]([CH2:30][OH:31])[CH2:26][CH2:25]5)=[CH:22][C:15]=4[O:14][CH2:13][CH2:12][N:11]3[CH:10]=2)=[N:7][CH:6]=[N:5]1)([CH3:3])[CH3:2]. (4) Given the reactants Br[C:2]1[CH:7]=[CH:6][C:5]([C:8]2[C:17]3[C:12](=[CH:13][CH:14]=[CH:15][CH:16]=3)[C:11](=[O:18])[N:10]([NH:19][C:20](=[O:29])[CH2:21][C:22]3[CH:27]=[CH:26][C:25]([Cl:28])=[CH:24][CH:23]=3)[N:9]=2)=[CH:4][CH:3]=1, predict the reaction product. The product is: [Cl:28][C:25]1[CH:26]=[CH:27][C:22]([CH2:21][C:20]([NH:19][N:10]2[N:9]=[C:8]([C:5]3[CH:6]=[CH:7][CH:2]=[CH:3][CH:4]=3)[C:17]3[C:12](=[CH:13][CH:14]=[CH:15][CH:16]=3)[C:11]2=[O:18])=[O:29])=[CH:23][CH:24]=1. (5) Given the reactants [F:1][C:2]([F:7])([F:6])[C:3]([OH:5])=[O:4].FC(F)(F)C(O)=O.[Cl:15][C:16]1[CH:17]=[N:18][C:19]2[NH:20][C:21]3[CH:22]=[CH:23][CH:24]=[C:25]([CH:48]=3)[CH2:26][CH2:27][C:28]3[CH:36]=[C:32]([NH:33][C:34]=1[N:35]=2)[CH:31]=[CH:30][C:29]=3[NH:37][C:38](=[O:47])[CH2:39][CH2:40][CH:41]1[CH2:46][CH2:45][NH:44][CH2:43][CH2:42]1.[CH3:49][C:50]1[O:54][N:53]=[C:52]([C:55](Cl)=[O:56])[CH:51]=1, predict the reaction product. The product is: [F:1][C:2]([F:7])([F:6])[C:3]([OH:5])=[O:4].[Cl:15][C:16]1[CH:17]=[N:18][C:19]2[NH:20][C:21]3[CH:22]=[CH:23][CH:24]=[C:25]([CH:48]=3)[CH2:26][CH2:27][C:28]3[CH:36]=[C:32]([NH:33][C:34]=1[N:35]=2)[CH:31]=[CH:30][C:29]=3[NH:37][C:38](=[O:47])[CH2:39][CH2:40][CH:41]1[CH2:42][CH2:43][N:44]([C:55]([C:52]2[CH:51]=[C:50]([CH3:49])[O:54][N:53]=2)=[O:56])[CH2:45][CH2:46]1. (6) Given the reactants [CH3:1][CH2:2][O:3][C:4]([C:6]1([CH3:14])[NH:10][CH:9]([C:11]([OH:13])=[O:12])[CH2:8][S:7]1)=[O:5].C(N(CC)CC)C.[C:22](Cl)(=[O:24])[CH3:23], predict the reaction product. The product is: [CH3:1][CH2:2][O:3][C:4]([C:6]1([CH3:14])[N:10]([C:22](=[O:24])[CH3:23])[CH:9]([C:11]([OH:13])=[O:12])[CH2:8][S:7]1)=[O:5]. (7) Given the reactants [F:1][C:2]1[CH:9]=[CH:8][C:7]([CH:10]=O)=[CH:6][C:3]=1[C:4]#[N:5].[NH2:12]/[C:13](/[CH3:17])=[CH:14]\[C:15]#[N:16], predict the reaction product. The product is: [C:4]([C:3]1[CH:6]=[C:7]([CH:10]2[C:14]([C:15]#[N:16])=[C:13]([CH3:17])[NH:12][C:2]([CH3:9])=[C:3]2[C:4]#[N:5])[CH:8]=[CH:9][C:2]=1[F:1])#[N:5]. (8) Given the reactants [CH3:1][N:2]([CH3:30])[CH2:3][CH2:4][N:5]([CH3:29])[CH2:6][CH2:7][N:8]1[C:16]2[C:11](=[CH:12][C:13]([O:17][CH3:18])=[CH:14][CH:15]=2)[C:10]([CH:19]=O)=[C:9]1[C:21]1[C:22]([CH3:28])=[N:23][N:24]([CH3:27])[C:25]=1[CH3:26].[CH3:31][NH:32][C:33]([NH:35][C:36]1[CH:37]=[CH:38][C:39]2[O:43][CH2:42][C:41](=[O:44])[C:40]=2[CH:45]=1)=[O:34].C([O-])([O-])=O.[Na+].[Na+].CCOC(C)=O, predict the reaction product. The product is: [CH3:30][N:2]([CH3:1])[CH2:3][CH2:4][N:5]([CH3:29])[CH2:6][CH2:7][N:8]1[C:16]2[C:11](=[CH:12][C:13]([O:17][CH3:18])=[CH:14][CH:15]=2)[C:10](/[CH:19]=[C:42]2\[O:43][C:39]3[CH:38]=[CH:37][C:36]([NH:35][C:33]([NH:32][CH3:31])=[O:34])=[CH:45][C:40]=3[C:41]\2=[O:44])=[C:9]1[C:21]1[C:22]([CH3:28])=[N:23][N:24]([CH3:27])[C:25]=1[CH3:26].